Dataset: Reaction yield outcomes from USPTO patents with 853,638 reactions. Task: Predict the reaction yield, written as a fraction of the theoretical maximum amount of product (1.0 means a 100% yield; for example, 0.34 means a 34% yield). (1) The reactants are [CH3:1][C:2]1[N:7]=[CH:6][C:5]([C:8](=[O:10])[CH3:9])=[CH:4][CH:3]=1.[CH2:11]([O:13][C:14](=[O:20])[C:15](OCC)=[O:16])[CH3:12].C[Si]([N-][Si](C)(C)C)(C)C.[Li+]. No catalyst specified. The product is [CH3:1][C:2]1[N:7]=[CH:6][C:5]([C:8](=[O:10])[CH2:9][C:15](=[O:16])[C:14]([O:13][CH2:11][CH3:12])=[O:20])=[CH:4][CH:3]=1. The yield is 0.470. (2) The reactants are Cl.[CH:2]12[CH2:11][CH:6]3[CH2:7][CH:8]([CH2:10][CH:4]([CH2:5]3)[CH:3]1[NH2:12])[CH2:9]2.[OH-].[Na+].Cl[CH2:16][CH:17]([OH:23])[CH2:18][S:19]([OH:22])(=[O:21])=[O:20].[Na]. The catalyst is O1CCOCC1.O. The product is [CH:2]12[CH2:11][CH:6]3[CH2:7][CH:8]([CH2:10][CH:4]([CH2:5]3)[CH:3]1[NH:12][CH2:16][CH:17]([OH:23])[CH2:18][S:19]([OH:22])(=[O:21])=[O:20])[CH2:9]2. The yield is 0.300. (3) The reactants are C(O)C.[C:4]([C:7]1[CH:8]=[CH:9][C:10]([O:30]CC2C=CC=CC=2)=[C:11]([CH:29]=1)[C:12]([NH:14][C:15]1[CH:20]=[C:19]([C:21]([F:24])([F:23])[F:22])[CH:18]=[C:17]([C:25]([F:28])([F:27])[F:26])[CH:16]=1)=[O:13])(=[O:6])[CH3:5]. The catalyst is [Pd].O1CCCC1. The product is [C:4]([C:7]1[CH:8]=[CH:9][C:10]([OH:30])=[C:11]([CH:29]=1)[C:12]([NH:14][C:15]1[CH:16]=[C:17]([C:25]([F:26])([F:27])[F:28])[CH:18]=[C:19]([C:21]([F:22])([F:23])[F:24])[CH:20]=1)=[O:13])(=[O:6])[CH3:5]. The yield is 0.470.